Dataset: Catalyst prediction with 721,799 reactions and 888 catalyst types from USPTO. Task: Predict which catalyst facilitates the given reaction. Reactant: O.Cl.[NH:3]1[CH2:8][CH2:7][C:6](=O)[CH2:5][CH2:4]1.[CH:10](=O)[CH:11]1[CH2:16][CH:15]=[CH:14][CH2:13][CH2:12]1.C(O[BH-](OC(=O)C)OC(=O)C)(=O)C.[Na+].[NH2:32][C:33]1[CH:34]=[C:35]2[C:39](=[CH:40][CH:41]=1)[NH:38][N:37]=[CH:36]2.C(=O)([O-])O.[Na+]. Product: [CH:11]1([CH2:10][N:3]2[CH2:8][CH2:7][CH:6]([NH:32][C:33]3[CH:34]=[C:35]4[C:39](=[CH:40][CH:41]=3)[NH:38][N:37]=[CH:36]4)[CH2:5][CH2:4]2)[CH2:16][CH2:15][CH2:14][CH:13]=[CH:12]1. The catalyst class is: 5.